This data is from NCI-60 drug combinations with 297,098 pairs across 59 cell lines. The task is: Regression. Given two drug SMILES strings and cell line genomic features, predict the synergy score measuring deviation from expected non-interaction effect. (1) Drug 1: CN(C)C1=NC(=NC(=N1)N(C)C)N(C)C. Drug 2: CCC1(CC2CC(C3=C(CCN(C2)C1)C4=CC=CC=C4N3)(C5=C(C=C6C(=C5)C78CCN9C7C(C=CC9)(C(C(C8N6C=O)(C(=O)OC)O)OC(=O)C)CC)OC)C(=O)OC)O.OS(=O)(=O)O. Cell line: BT-549. Synergy scores: CSS=38.2, Synergy_ZIP=11.2, Synergy_Bliss=10.2, Synergy_Loewe=-38.8, Synergy_HSA=5.71. (2) Drug 1: CC1=CC=C(C=C1)C2=CC(=NN2C3=CC=C(C=C3)S(=O)(=O)N)C(F)(F)F. Drug 2: CCN(CC)CCCC(C)NC1=C2C=C(C=CC2=NC3=C1C=CC(=C3)Cl)OC. Cell line: MCF7. Synergy scores: CSS=7.90, Synergy_ZIP=-3.25, Synergy_Bliss=3.87, Synergy_Loewe=-10.2, Synergy_HSA=0.230.